This data is from Catalyst prediction with 721,799 reactions and 888 catalyst types from USPTO. The task is: Predict which catalyst facilitates the given reaction. (1) Reactant: C(O[CH:4](OCC)[C:5]#[C:6][C:7]1[CH:8]=[C:9]([C:25]([O:27][CH2:28][CH3:29])=[O:26])[C:10](=[O:24])[N:11]([C:14]2[CH:19]=[CH:18][CH:17]=[C:16]([C:20]([F:23])([F:22])[F:21])[CH:15]=2)[C:12]=1[CH3:13])C.Cl.[C:34]([C:36]1[CH:41]=[CH:40][C:39]([NH:42][NH2:43])=[CH:38][CH:37]=1)#[N:35]. Product: [C:34]([C:36]1[CH:41]=[CH:40][C:39]([N:42]2[C:6]([C:7]3[CH:8]=[C:9]([C:25]([O:27][CH2:28][CH3:29])=[O:26])[C:10](=[O:24])[N:11]([C:14]4[CH:19]=[CH:18][CH:17]=[C:16]([C:20]([F:23])([F:21])[F:22])[CH:15]=4)[C:12]=3[CH3:13])=[CH:5][CH:4]=[N:43]2)=[CH:38][CH:37]=1)#[N:35]. The catalyst class is: 14. (2) Reactant: C[N:2](C(ON1N=NC2C=CC=CC1=2)=[N+](C)C)C.F[P-](F)(F)(F)(F)F.Cl.Cl.[CH3:27][CH:28]1[C:36]2[C:35]([N:37]3[CH2:42][CH2:41][NH:40][CH2:39][CH2:38]3)=[N:34][CH:33]=[N:32][C:31]=2[CH2:30][S:29]1.C(OC([C:50]1([CH2:53][CH:54]([C:58]2[CH:63]=[CH:62][C:61]([Cl:64])=[CH:60][CH:59]=2)[C:55](O)=[O:56])[CH2:52][CH2:51]1)=O)(C)(C)C. Product: [NH2:2][C:50]1([CH2:53][CH:54]([C:58]2[CH:63]=[CH:62][C:61]([Cl:64])=[CH:60][CH:59]=2)[C:55]([N:40]2[CH2:41][CH2:42][N:37]([C:35]3[C:36]4[CH:28]([CH3:27])[S:29][CH2:30][C:31]=4[N:32]=[CH:33][N:34]=3)[CH2:38][CH2:39]2)=[O:56])[CH2:52][CH2:51]1. The catalyst class is: 2. (3) Reactant: [CH:1]1[CH:2]=C[C:4]2[N:9](O)N=[N:7][C:5]=2[CH:6]=1.[OH:11][C:12]1[CH:13]=[CH:14][C:15]([O:21][CH2:22][C:23]2[CH:28]=[CH:27][CH:26]=[CH:25][CH:24]=2)=[C:16]([CH:20]=1)[C:17]([OH:19])=O.N1C=CC=C(N)C=1.C(Cl)CCl. Product: [OH:11][C:12]1[CH:13]=[CH:14][C:15]([O:21][CH2:22][C:23]2[CH:28]=[CH:27][CH:26]=[CH:25][CH:24]=2)=[C:16]([CH:20]=1)[C:17]([NH:7][C:5]1[CH:4]=[N:9][CH:2]=[CH:1][CH:6]=1)=[O:19]. The catalyst class is: 18. (4) Reactant: [Cl:1][C:2]1[N:7]=[C:6](Cl)[CH:5]=[CH:4][N:3]=1.[CH:9]1([CH:14]([N:18]2[CH:22]=[C:21](B3OC(C)(C)C(C)(C)O3)[CH:20]=[N:19]2)[CH2:15][C:16]#[N:17])[CH2:13][CH2:12][CH2:11][CH2:10]1.P([O-])([O-])([O-])=O.[K+].[K+].[K+]. Product: [Cl:1][C:2]1[N:7]=[C:6]([C:21]2[CH:20]=[N:19][N:18]([CH:14]([CH:9]3[CH2:13][CH2:12][CH2:11][CH2:10]3)[CH2:15][C:16]#[N:17])[CH:22]=2)[CH:5]=[CH:4][N:3]=1. The catalyst class is: 667. (5) Reactant: C(N(CC)CC)C.[CH:8]([C:10]1[C:18]2[C:13](=[CH:14][CH:15]=[CH:16][CH:17]=2)[N:12](C(OC(C)(C)C)=O)[CH:11]=1)=[O:9].[CH3:26][O:27][C:28]1[CH:29]=[C:30]([N:34]=[CH:35][C:36]2[CH:37]=[CH:38][C:39]([NH:42][CH3:43])=[N:40][CH:41]=2)[CH:31]=[CH:32][CH:33]=1. Product: [NH:12]1[C:13]2[C:18](=[CH:17][CH:16]=[CH:15][CH:14]=2)[C:10]([C:8](=[O:9])[CH:35]([NH:34][C:30]2[CH:31]=[CH:32][CH:33]=[C:28]([O:27][CH3:26])[CH:29]=2)[C:36]2[CH:41]=[N:40][C:39]([NH:42][CH3:43])=[CH:38][CH:37]=2)=[CH:11]1. The catalyst class is: 433. (6) Reactant: C[Si]([N-][Si](C)(C)C)(C)C.[Li+].[CH3:11][O:12][C:13](=[O:25])[CH:14]([S:16]([C:19]1[CH:24]=[CH:23][CH:22]=[CH:21][CH:20]=1)(=[O:18])=[O:17])[CH3:15].[Br:26][CH2:27][CH2:28][CH2:29]Br. Product: [CH3:11][O:12][C:13](=[O:25])[C:14]([S:16]([C:19]1[CH:24]=[CH:23][CH:22]=[CH:21][CH:20]=1)(=[O:17])=[O:18])([CH3:15])[CH2:29][CH2:28][CH2:27][Br:26]. The catalyst class is: 7. (7) Product: [Si:12]([O:19][C@H:20]1[CH2:21][C:22](=[O:26])[N:23]([C:2]2[CH:9]=[CH:8][C:5]([C:6]#[N:7])=[C:4]([F:10])[C:3]=2[CH3:11])[C@H:24]1[CH3:25])([C:15]([CH3:18])([CH3:17])[CH3:16])([CH3:14])[CH3:13]. The catalyst class is: 488. Reactant: Br[C:2]1[CH:9]=[CH:8][C:5]([C:6]#[N:7])=[C:4]([F:10])[C:3]=1[CH3:11].[Si:12]([O:19][C@@H:20]1[C@H:24]([CH3:25])[NH:23][C:22](=[O:26])[CH2:21]1)([C:15]([CH3:18])([CH3:17])[CH3:16])([CH3:14])[CH3:13].C(=O)([O-])[O-].[Cs+].[Cs+].C1(P(C2C=CC=CC=2)C2C3OC4C(=CC=CC=4P(C4C=CC=CC=4)C4C=CC=CC=4)C(C)(C)C=3C=CC=2)C=CC=CC=1. (8) Reactant: [CH:1]1([CH:6]=[C:7]([C:13]2[CH:18]=[CH:17][C:16]([S:19]([CH:22]3[CH2:24][CH2:23]3)(=[O:21])=[O:20])=[CH:15][CH:14]=2)[C:8]([O:10][CH2:11][CH3:12])=[O:9])[CH2:5][CH2:4][CH2:3][CH2:2]1. Product: [CH:1]1([CH2:6][CH:7]([C:13]2[CH:18]=[CH:17][C:16]([S:19]([CH:22]3[CH2:24][CH2:23]3)(=[O:20])=[O:21])=[CH:15][CH:14]=2)[C:8]([O:10][CH2:11][CH3:12])=[O:9])[CH2:2][CH2:3][CH2:4][CH2:5]1. The catalyst class is: 563. (9) Product: [CH2:19]([N:26]([CH:37]1[CH2:42][CH2:41][N:40]([CH2:43][CH2:44][OH:45])[CH2:39][CH:38]1[F:53])[C:27](=[O:36])[O:28][CH2:29][C:30]1[CH:35]=[CH:34][CH:33]=[CH:32][CH:31]=1)[C:20]1[CH:25]=[CH:24][CH:23]=[CH:22][CH:21]=1. The catalyst class is: 7. Reactant: [F-].C([N+](CCCC)(CCCC)CCCC)CCC.[CH2:19]([N:26]([C@@H:37]1[CH2:42][CH2:41][N:40]([CH2:43][CH2:44][O:45][Si](C(C)(C)C)(C)C)[CH2:39][C@H:38]1[F:53])[C:27](=[O:36])[O:28][CH2:29][C:30]1[CH:35]=[CH:34][CH:33]=[CH:32][CH:31]=1)[C:20]1[CH:25]=[CH:24][CH:23]=[CH:22][CH:21]=1.